Dataset: Rat liver microsome stability data. Task: Regression/Classification. Given a drug SMILES string, predict its absorption, distribution, metabolism, or excretion properties. Task type varies by dataset: regression for continuous measurements (e.g., permeability, clearance, half-life) or binary classification for categorical outcomes (e.g., BBB penetration, CYP inhibition). Dataset: rlm. (1) The compound is O=C(Nc1ccc(CP(=O)(O)O)cc1)C1CCN(C(=O)OCc2cc(Cl)cc(Cl)c2)CC1. The result is 0 (unstable in rat liver microsomes). (2) The compound is COc1ccc(NC(=O)c2[nH]c(C)c(C(C)=O)c2C)cc1S(=O)(=O)N1CCCCC1. The result is 1 (stable in rat liver microsomes). (3) The drug is Cc1ccc(C(=O)N2CCN(c3ccccn3)CC2)cc1C#Cc1ccccc1. The result is 1 (stable in rat liver microsomes). (4) The result is 1 (stable in rat liver microsomes). The compound is Cc1cc(-c2nnc3n2CCCCC3)c(C)n1-c1ccc([N+](=O)[O-])cc1. (5) The molecule is CS(=O)(=O)N1CCN(C(=O)c2cnc3ccc(F)cc3c2N2CCC(O)(c3ccccc3)CC2)CC1. The result is 1 (stable in rat liver microsomes). (6) The compound is C=C(C)[C@@H]1CC[C@]2(CNCCN(CC)CC)CC[C@]3(C)[C@H](CC[C@@H]4[C@@]5(C)CC=C(c6ccc(C(=O)O)cc6)C(C)(C)[C@@H]5CC[C@]43C)[C@@H]12. The result is 0 (unstable in rat liver microsomes). (7) The compound is C[C@@H]1CCCN1CCc1ccc(-c2ccc(=O)n(-c3ccc(F)cc3)n2)cc1. The result is 0 (unstable in rat liver microsomes).